This data is from Merck oncology drug combination screen with 23,052 pairs across 39 cell lines. The task is: Regression. Given two drug SMILES strings and cell line genomic features, predict the synergy score measuring deviation from expected non-interaction effect. (1) Drug 1: CN1C(=O)C=CC2(C)C3CCC4(C)C(NC(=O)OCC(F)(F)F)CCC4C3CCC12. Drug 2: O=c1[nH]cc(F)c(=O)[nH]1. Cell line: OCUBM. Synergy scores: synergy=7.74. (2) Drug 1: C#Cc1cccc(Nc2ncnc3cc(OCCOC)c(OCCOC)cc23)c1. Drug 2: Cn1c(=O)n(-c2ccc(C(C)(C)C#N)cc2)c2c3cc(-c4cnc5ccccc5c4)ccc3ncc21. Cell line: COLO320DM. Synergy scores: synergy=23.9. (3) Drug 1: O=C(NOCC(O)CO)c1ccc(F)c(F)c1Nc1ccc(I)cc1F. Drug 2: CNC(=O)c1cc(Oc2ccc(NC(=O)Nc3ccc(Cl)c(C(F)(F)F)c3)cc2)ccn1. Cell line: A427. Synergy scores: synergy=17.8. (4) Drug 1: N.N.O=C(O)C1(C(=O)O)CCC1.[Pt]. Drug 2: COC1=C2CC(C)CC(OC)C(O)C(C)C=C(C)C(OC(N)=O)C(OC)C=CC=C(C)C(=O)NC(=CC1=O)C2=O. Cell line: SKMEL30. Synergy scores: synergy=37.3. (5) Drug 1: Cn1nnc2c(C(N)=O)ncn2c1=O. Drug 2: NC(=O)c1cccc2cn(-c3ccc(C4CCCNC4)cc3)nc12. Cell line: KPL1. Synergy scores: synergy=-9.81. (6) Drug 1: N#Cc1ccc(Cn2cncc2CN2CCN(c3cccc(Cl)c3)C(=O)C2)cc1. Drug 2: CC(C)CC(NC(=O)C(Cc1ccccc1)NC(=O)c1cnccn1)B(O)O. Cell line: VCAP. Synergy scores: synergy=-6.32. (7) Drug 1: CCC1(O)CC2CN(CCc3c([nH]c4ccccc34)C(C(=O)OC)(c3cc4c(cc3OC)N(C)C3C(O)(C(=O)OC)C(OC(C)=O)C5(CC)C=CCN6CCC43C65)C2)C1. Drug 2: Cn1cc(-c2cnn3c(N)c(Br)c(C4CCCNC4)nc23)cn1. Cell line: DLD1. Synergy scores: synergy=-0.933. (8) Drug 1: Nc1ccn(C2OC(CO)C(O)C2(F)F)c(=O)n1. Drug 2: Cn1cc(-c2cnn3c(N)c(Br)c(C4CCCNC4)nc23)cn1. Cell line: HCT116. Synergy scores: synergy=49.1.